Dataset: Catalyst prediction with 721,799 reactions and 888 catalyst types from USPTO. Task: Predict which catalyst facilitates the given reaction. (1) Reactant: [N:1]1([C:7]2[C:8]3[C:15]([C:16]4[N:21]=[C:20]([C:22]#[N:23])[CH:19]=[CH:18][CH:17]=4)=[CH:14][N:13]([CH2:24][O:25]CC[Si](C)(C)C)[C:9]=3[N:10]=[CH:11][N:12]=2)[CH2:6][CH2:5][O:4][CH2:3][CH2:2]1. Product: [OH:25][CH2:24][N:13]1[C:9]2[N:10]=[CH:11][N:12]=[C:7]([N:1]3[CH2:6][CH2:5][O:4][CH2:3][CH2:2]3)[C:8]=2[C:15]([C:16]2[N:21]=[C:20]([C:22]#[N:23])[CH:19]=[CH:18][CH:17]=2)=[CH:14]1. The catalyst class is: 55. (2) Reactant: [OH:1][C:2]1[CH:3]=[CH:4][CH:5]=[C:6]2[C:10]=1[NH:9][CH:8]=[CH:7]2.C1(P(C2C=CC=CC=2)C2C=CC=CC=2)C=CC=CC=1.N(C(OC(C)C)=O)=NC(OC(C)C)=O.[Cl:44][CH2:45][CH2:46]O. Product: [Cl:44][CH2:45][CH2:46][O:1][C:2]1[CH:3]=[CH:4][CH:5]=[C:6]2[C:10]=1[NH:9][CH:8]=[CH:7]2. The catalyst class is: 1. (3) Reactant: N(C(OCC)=O)=NC([O:5][CH2:6][CH3:7])=O.Br[C:14]1[C:19]([OH:20])=[CH:18][CH:17]=[CH:16][N:15]=1.C(O)C=C.C1C=CC(P(C2C=CC=CC=2)C2C=CC=CC=2)=CC=1. Product: [O:20]1[C:19]2[C:14](=[N:15][CH:16]=[CH:17][CH:18]=2)[C:6](=[O:5])[CH2:7]1. The catalyst class is: 554. (4) Reactant: [Br:1][C:2]1[CH:16]=[CH:15][CH:14]=[CH:13][C:3]=1[O:4][C:5]1[CH:12]=[CH:11][C:8]([CH:9]=O)=[CH:7][CH:6]=1.[OH:17][C:18]1[CH:30]=[CH:29][CH:28]=[CH:27][C:19]=1[C:20](=[O:26])[NH:21][CH2:22][C:23]([OH:25])=O.[C:31]([O-])(=[O:33])[CH3:32].[Na+]. Product: [C:31]([O:17][C:18]1[CH:30]=[CH:29][CH:28]=[CH:27][C:19]=1[C:20]1[O:26][C:23](=[O:25])/[C:22](=[CH:9]/[C:8]2[CH:11]=[CH:12][C:5]([O:4][C:3]3[CH:13]=[CH:14][CH:15]=[CH:16][C:2]=3[Br:1])=[CH:6][CH:7]=2)/[N:21]=1)(=[O:33])[CH3:32]. The catalyst class is: 152. (5) Reactant: [Cl:1][C:2]1[CH:15]=[C:14]([Cl:16])[C:13]([NH:17][NH2:18])=[CH:12][C:3]=1[CH2:4][NH:5][C:6](=[O:11])[C:7]([CH3:10])([CH3:9])[CH3:8].[CH3:19][C:20]([O:23][C:24](O[C:24]([O:23][C:20]([CH3:22])([CH3:21])[CH3:19])=[O:25])=[O:25])([CH3:22])[CH3:21].C([O-])([O-])=O.[Na+].[Na+].C(#N)C. Product: [Cl:16][C:14]1[CH:15]=[C:2]([Cl:1])[C:3]([CH2:4][NH:5][C:6](=[O:11])[C:7]([CH3:8])([CH3:9])[CH3:10])=[CH:12][C:13]=1[NH:17][NH:18][C:24]([O:23][C:20]([CH3:22])([CH3:21])[CH3:19])=[O:25]. The catalyst class is: 6. (6) Reactant: [CH2:1]([N:8]([CH2:22][C:23]1[CH:28]=[CH:27][CH:26]=[CH:25][CH:24]=1)[C@@H:9]1[CH2:18][CH2:17][C:16]2[C:11](=[C:12]([O:20][CH3:21])[CH:13]=[CH:14][C:15]=2Br)[CH2:10]1)[C:2]1[CH:7]=[CH:6][CH:5]=[CH:4][CH:3]=1.[CH3:29][N:30]1[CH2:35][CH2:34][NH:33][CH2:32][CH2:31]1.C1C=CC(P(C2C(C3C(P(C4C=CC=CC=4)C4C=CC=CC=4)=CC=C4C=3C=CC=C4)=C3C(C=CC=C3)=CC=2)C2C=CC=CC=2)=CC=1.CC(C)([O-])C.[Na+]. Product: [CH2:1]([N:8]([CH2:22][C:23]1[CH:28]=[CH:27][CH:26]=[CH:25][CH:24]=1)[C@@H:9]1[CH2:18][CH2:17][C:16]2[C:11](=[C:12]([O:20][CH3:21])[CH:13]=[CH:14][C:15]=2[N:33]2[CH2:34][CH2:35][N:30]([CH3:29])[CH2:31][CH2:32]2)[CH2:10]1)[C:2]1[CH:7]=[CH:6][CH:5]=[CH:4][CH:3]=1. The catalyst class is: 11.